This data is from Reaction yield outcomes from USPTO patents with 853,638 reactions. The task is: Predict the reaction yield, written as a fraction of the theoretical maximum amount of product (1.0 means a 100% yield; for example, 0.34 means a 34% yield). (1) The reactants are [Br:1][C:2]1[CH:3]=[C:4]2[C:8](=[CH:9][CH:10]=1)[NH:7][C:6](=[O:11])[CH2:5]2.[N:12]1([CH2:17][CH2:18][CH2:19][NH:20][C:21]([C:23]2[C:27]([CH3:28])=[C:26]([CH:29]=O)[NH:25][C:24]=2[CH3:31])=[O:22])[CH:16]=[CH:15][N:14]=[CH:13]1. No catalyst specified. The product is [N:12]1([CH2:17][CH2:18][CH2:19][NH:20][C:21]([C:23]2[C:27]([CH3:28])=[C:26]([CH:29]=[C:5]3[C:4]4[C:8](=[CH:9][CH:10]=[C:2]([Br:1])[CH:3]=4)[NH:7][C:6]3=[O:11])[NH:25][C:24]=2[CH3:31])=[O:22])[CH:16]=[CH:15][N:14]=[CH:13]1. The yield is 0.590. (2) The reactants are [CH3:1][C:2]1[N:3]([C:8]2[CH:13]=[CH:12][CH:11]=[C:10]([CH3:14])[N:9]=2)[C:4]([CH3:7])=[CH:5][CH:6]=1.[CH2:15](I)[CH2:16][CH3:17].C(I)C. No catalyst specified. The product is [CH2:14]([C:10]1[CH:11]=[CH:12][CH:13]=[C:8]([N:3]2[C:2]([CH3:1])=[CH:6][CH:5]=[C:4]2[CH3:7])[N:9]=1)[CH2:15][CH2:16][CH3:17]. The yield is 0.640. (3) The reactants are Br[C:2]1[O:3][C:4]2[C:5](=[C:7]([C:15]([NH:17][C:18]3[CH:23]=[CH:22][C:21]([CH3:24])=[CH:20][N:19]=3)=[O:16])[CH:8]=[C:9]([O:11][CH:12]([CH3:14])[CH3:13])[CH:10]=2)[CH:6]=1.[C:25](B(O)O)([CH3:27])=[CH2:26].C([O-])([O-])=O.[Na+].[Na+]. The catalyst is CC#N.Cl[Pd](Cl)([P](C1C=CC=CC=1)(C1C=CC=CC=1)C1C=CC=CC=1)[P](C1C=CC=CC=1)(C1C=CC=CC=1)C1C=CC=CC=1. The product is [CH:12]([O:11][C:9]1[CH:10]=[C:4]2[O:3][C:2]([C:25]([CH3:27])=[CH2:26])=[CH:6][C:5]2=[C:7]([C:15]([NH:17][C:18]2[CH:23]=[CH:22][C:21]([CH3:24])=[CH:20][N:19]=2)=[O:16])[CH:8]=1)([CH3:14])[CH3:13]. The yield is 0.430. (4) The reactants are [NH:1]1[C:5]([C@@H:6]([NH:10]C(=O)OC(C)(C)C)[CH2:7][C:8]#[CH:9])=[N:4][CH:3]=[N:2]1.CO.[ClH:20]. No catalyst specified. The product is [ClH:20].[NH:1]1[C:5]([C@@H:6]([NH2:10])[CH2:7][C:8]#[CH:9])=[N:4][CH:3]=[N:2]1. The yield is 0.890. (5) The reactants are C(O[B:5]1[O:9][C:8]([CH3:11])([CH3:10])[C:7]([CH3:13])([CH3:12])[O:6]1)(C)C.C([Li])CCC.[F:19][C:20]1[CH:25]=[C:24]([CH2:26][O:27][CH:28]([CH3:30])[CH3:29])[CH:23]=[C:22]([F:31])[CH:21]=1. No catalyst specified. The product is [F:19][C:20]1[CH:25]=[C:24]([CH2:26][O:27][CH:28]([CH3:29])[CH3:30])[CH:23]=[C:22]([F:31])[C:21]=1[B:5]1[O:6][C:7]([CH3:12])([CH3:13])[C:8]([CH3:10])([CH3:11])[O:9]1. The yield is 0.950.